Predict the reactants needed to synthesize the given product. From a dataset of Full USPTO retrosynthesis dataset with 1.9M reactions from patents (1976-2016). (1) Given the product [CH:1]([O:4][C:5](=[O:20])[C:6]1[CH:11]=[CH:10][C:9]([C:12]#[C:13][C:28]2[CH:29]=[CH:30][C:25]([CH2:24][C:23]([O:22][CH3:21])=[O:33])=[C:26]([F:32])[CH:27]=2)=[CH:8][C:7]=1[CH2:14][N:15]([CH:17]1[CH2:19][CH2:18]1)[CH3:16])([CH3:3])[CH3:2], predict the reactants needed to synthesize it. The reactants are: [CH:1]([O:4][C:5](=[O:20])[C:6]1[CH:11]=[CH:10][C:9]([C:12]#[CH:13])=[CH:8][C:7]=1[CH2:14][N:15]([CH:17]1[CH2:19][CH2:18]1)[CH3:16])([CH3:3])[CH3:2].[CH3:21][O:22][C:23](=[O:33])[CH2:24][C:25]1[CH:30]=[CH:29][C:28](I)=[CH:27][C:26]=1[F:32].C(N(CC)CC)C.C(OCC)(=O)C. (2) Given the product [OH:1][C@@:2]1([C:9]#[C:10][C:11]2[CH:12]=[C:13]([C:17]3[N:22]=[C:21]([C:23]([NH2:33])=[O:24])[CH:20]=[C:19]([C:28]4[NH:32][N:31]=[CH:30][CH:29]=4)[N:18]=3)[CH:14]=[CH:15][CH:16]=2)[CH2:6][CH2:5][N:4]([CH3:7])[C:3]1=[O:8], predict the reactants needed to synthesize it. The reactants are: [OH:1][C@@:2]1([C:9]#[C:10][C:11]2[CH:12]=[C:13]([C:17]3[N:22]=[C:21]([C:23](OCC)=[O:24])[CH:20]=[C:19]([C:28]4[NH:32][N:31]=[CH:30][CH:29]=4)[N:18]=3)[CH:14]=[CH:15][CH:16]=2)[CH2:6][CH2:5][N:4]([CH3:7])[C:3]1=[O:8].[NH3:33].